Dataset: Forward reaction prediction with 1.9M reactions from USPTO patents (1976-2016). Task: Predict the product of the given reaction. (1) Given the reactants [CH3:1][O:2][C:3]1[CH:4]=[C:5]([C:12]2[NH:13][CH:14]=[C:15]([CH2:17][C:18](O)=[O:19])[N:16]=2)[CH:6]=[CH:7][C:8]=1[N+:9]([O-:11])=[O:10].O, predict the reaction product. The product is: [CH3:1][O:2][C:3]1[CH:4]=[C:5]([C:12]2[NH:13][CH:14]=[C:15]([CH2:17][CH2:18][OH:19])[N:16]=2)[CH:6]=[CH:7][C:8]=1[N+:9]([O-:11])=[O:10]. (2) Given the reactants C([N:14]1[CH2:17][CH:16]([O:18][C:19]2[CH:24]=[CH:23][CH:22]=[CH:21][C:20]=2[C:25]([CH3:28])([CH3:27])[CH3:26])[CH2:15]1)(C1C=CC=CC=1)C1C=CC=CC=1, predict the reaction product. The product is: [C:25]([C:20]1[CH:21]=[CH:22][CH:23]=[CH:24][C:19]=1[O:18][CH:16]1[CH2:15][NH:14][CH2:17]1)([CH3:28])([CH3:26])[CH3:27]. (3) Given the reactants C(O[C:4](=[O:44])[CH2:5][C:6]1[C:7]([CH2:12][CH2:13][C:14]2[C:19]([C:20]([F:23])([F:22])[F:21])=[CH:18][N:17]=[C:16]([NH:24][C:25]3[CH:30]=[CH:29][C:28]([CH:31]4[CH2:36][CH2:35][N:34]([C:37]([O:39][C:40]([CH3:43])([CH3:42])[CH3:41])=[O:38])[CH2:33][CH2:32]4)=[CH:27][CH:26]=3)[N:15]=2)=[N:8][CH:9]=[CH:10][N:11]=1)C.O.[OH-].[Li+].[Cl-].[NH4+].C1C=CC2N(O)N=[N:56]C=2C=1.C1CN([P+](ON2N=NC3C=CC=CC2=3)(N2CCCC2)N2CCCC2)CC1.F[P-](F)(F)(F)(F)F.CCN(C(C)C)C(C)C, predict the reaction product. The product is: [NH2:56][C:4](=[O:44])[CH2:5][C:6]1[C:7]([CH2:12][CH2:13][C:14]2[C:19]([C:20]([F:21])([F:23])[F:22])=[CH:18][N:17]=[C:16]([NH:24][C:25]3[CH:30]=[CH:29][C:28]([CH:31]4[CH2:32][CH2:33][N:34]([C:37]([O:39][C:40]([CH3:42])([CH3:43])[CH3:41])=[O:38])[CH2:35][CH2:36]4)=[CH:27][CH:26]=3)[N:15]=2)=[N:8][CH:9]=[CH:10][N:11]=1. (4) The product is: [F:21][C:18]([F:19])([F:20])[CH2:17][O:16][C:5]1[CH:6]=[CH:7][C:8]([O:10][CH2:11][C:12]([F:13])([F:14])[F:15])=[CH:9][C:4]=1[C:2](=[O:3])[CH:1]=[CH:30][C:27]1[CH:26]=[CH:25][C:24]([C:23]([F:22])([F:32])[F:33])=[CH:29][CH:28]=1. Given the reactants [CH3:1][C:2]([C:4]1[CH:9]=[C:8]([O:10][CH2:11][C:12]([F:15])([F:14])[F:13])[CH:7]=[CH:6][C:5]=1[O:16][CH2:17][C:18]([F:21])([F:20])[F:19])=[O:3].[F:22][C:23]([F:33])([F:32])[C:24]1[CH:29]=[CH:28][C:27]([CH:30]=O)=[CH:26][CH:25]=1, predict the reaction product.